This data is from Forward reaction prediction with 1.9M reactions from USPTO patents (1976-2016). The task is: Predict the product of the given reaction. (1) Given the reactants [NH:1]1[CH2:6][CH2:5][C:4]2([O:11][C:10]3[C:12]4[C:17]([C:18](=[O:21])[C:19](=[O:20])[C:9]=3[S:8][CH2:7]2)=[CH:16][CH:15]=[CH:14][CH:13]=4)[CH2:3][CH2:2]1.[CH3:22][N:23]1[CH:27]=[C:26]([S:28](Cl)(=[O:30])=[O:29])[N:25]=[CH:24]1, predict the reaction product. The product is: [CH3:22][N:23]1[CH:27]=[C:26]([S:28]([N:1]2[CH2:2][CH2:3][C:4]3([O:11][C:10]4[C:12]5[C:17]([C:18](=[O:21])[C:19](=[O:20])[C:9]=4[S:8][CH2:7]3)=[CH:16][CH:15]=[CH:14][CH:13]=5)[CH2:5][CH2:6]2)(=[O:30])=[O:29])[N:25]=[CH:24]1. (2) Given the reactants COC1C=CC(C[O:10][CH:11]2[CH2:15][CH:14]([NH:16][C:17](=[O:23])[O:18][C:19]([CH3:22])([CH3:21])[CH3:20])[CH:13]([NH:24][C:25](=[O:37])[C:26]3[CH:31]=[CH:30][CH:29]=[CH:28][C:27]=3[N:32]3[N:36]=[CH:35][CH:34]=[N:33]3)[CH2:12]2)=CC=1.ClC1C(=O)C(C#N)=C(C#N)C(=O)C=1Cl, predict the reaction product. The product is: [OH:10][CH:11]1[CH2:15][CH:14]([NH:16][C:17](=[O:23])[O:18][C:19]([CH3:22])([CH3:21])[CH3:20])[CH:13]([NH:24][C:25](=[O:37])[C:26]2[CH:31]=[CH:30][CH:29]=[CH:28][C:27]=2[N:32]2[N:33]=[CH:34][CH:35]=[N:36]2)[CH2:12]1. (3) Given the reactants [CH3:1][C:2]1[CH:3]=[C:4]2[C:8](=[CH:9][C:10]=1[N+:11]([O-:13])=[O:12])[NH:7][CH2:6][CH2:5]2, predict the reaction product. The product is: [CH3:1][C:2]1[CH:3]=[C:4]2[C:8](=[CH:9][C:10]=1[N+:11]([O-:13])=[O:12])[NH:7][CH:6]=[CH:5]2. (4) Given the reactants [CH:1]1([NH:7][C:8]([C:10]2[C:19]3[C:14](=[CH:15][CH:16]=[CH:17][CH:18]=3)[C:13]([S:20](=[O:29])(=[O:28])[NH:21][CH:22]3[CH2:27][CH2:26][NH:25][CH2:24][CH2:23]3)=[CH:12][CH:11]=2)=[O:9])[CH2:6][CH2:5][CH2:4][CH2:3][CH2:2]1.[C:30](Cl)(=[O:34])[CH2:31][CH2:32][CH3:33].[Cl:36]C(OCC)=O, predict the reaction product. The product is: [Cl:36][C:2]1[CH:3]=[CH:4][CH:5]=[CH:6][C:1]=1[NH:7][C:8]([C:10]1[C:19]2[C:14](=[CH:15][CH:16]=[CH:17][CH:18]=2)[C:13]([S:20](=[O:29])(=[O:28])[NH:21][CH:22]2[CH2:23][CH2:24][N:25]([C:30](=[O:34])[CH2:31][CH2:32][CH3:33])[CH2:26][CH2:27]2)=[CH:12][CH:11]=1)=[O:9]. (5) Given the reactants CS(O[CH2:6][CH2:7][C:8]1[CH:13]=[CH:12][C:11]([NH:14][C:15]2[N:24]=[CH:23][C:22]3[CH2:21][CH:20]([C:25]4[CH:30]=[CH:29][CH:28]=[C:27]([Br:31])[CH:26]=4)[C:19]4[CH:32]=[CH:33][CH:34]=[CH:35][C:18]=4[C:17]=3[N:16]=2)=[CH:10][CH:9]=1)(=O)=O.[CH3:36][NH:37][CH2:38][CH2:39][CH2:40][CH3:41], predict the reaction product. The product is: [Br:31][C:27]1[CH:26]=[C:25]([CH:20]2[C:19]3[CH:32]=[CH:33][CH:34]=[CH:35][C:18]=3[C:17]3[N:16]=[C:15]([NH:14][C:11]4[CH:10]=[CH:9][C:8]([CH2:7][CH2:6][N:37]([CH2:38][CH2:39][CH2:40][CH3:41])[CH3:36])=[CH:13][CH:12]=4)[N:24]=[CH:23][C:22]=3[CH2:21]2)[CH:30]=[CH:29][CH:28]=1. (6) Given the reactants [F:1][C:2]1[CH:3]=[C:4]2[C:8](=[CH:9][CH:10]=1)[NH:7][CH:6]=[C:5]2[CH2:11][CH2:12][CH2:13][NH:14][CH:15]1[CH2:24][C:23]2[C:18](=[CH:19][CH:20]=[CH:21][C:22]=2[O:25][CH3:26])[O:17][CH2:16]1.[CH:27]1([CH:30]=O)[CH2:29][CH2:28]1.C(O)(=O)C.C([BH3-])#N.[Na+], predict the reaction product. The product is: [CH:27]1([CH2:30][N:14]([CH2:13][CH2:12][CH2:11][C:5]2[C:4]3[C:8](=[CH:9][CH:10]=[C:2]([F:1])[CH:3]=3)[NH:7][CH:6]=2)[CH:15]2[CH2:24][C:23]3[C:18](=[CH:19][CH:20]=[CH:21][C:22]=3[O:25][CH3:26])[O:17][CH2:16]2)[CH2:29][CH2:28]1. (7) Given the reactants [OH:1][N:2]=[C:3](Cl)[C:4]1[CH:9]=[CH:8][CH:7]=[N:6][CH:5]=1.[C:11]([C:13]1[CH:18]=[CH:17][C:16]([F:19])=[C:15]([F:20])[CH:14]=1)#[CH:12].N, predict the reaction product. The product is: [F:20][C:15]1[CH:14]=[C:13]([C:11]2[O:1][N:2]=[C:3]([C:4]3[CH:5]=[N:6][CH:7]=[CH:8][CH:9]=3)[CH:12]=2)[CH:18]=[CH:17][C:16]=1[F:19]. (8) Given the reactants [CH2:1]([NH2:5])[CH:2]([CH3:4])[CH3:3].[O:6]1[CH2:19][CH:7]1[CH2:8][O:9][C:10]1[CH:15]=[CH:14][C:13]([N+:16]([O-])=O)=[CH:12][CH:11]=1.C([O-])=O.[NH4+], predict the reaction product. The product is: [CH2:1]([NH:5][CH2:19][CH:7]([OH:6])[CH2:8][O:9][C:10]1[CH:15]=[CH:14][C:13]([NH2:16])=[CH:12][CH:11]=1)[CH:2]([CH3:4])[CH3:3]. (9) Given the reactants [C:1]([O:4][C@@H:5]1[C@H:9]([N:10]2[CH:18]=[N:17][C:16]3[C:11]2=[N:12][C:13]([N+:28]([O-])=O)=[N:14][C:15]=3[NH:19][CH2:20][CH2:21][C:22]2[CH:27]=[CH:26][CH:25]=[CH:24][CH:23]=2)[O:8][C@H:7]([CH2:31][O:32][C:33](=[O:35])[CH3:34])[C@H:6]1[O:36][C:37](=[O:39])[CH3:38])(=[O:3])[CH3:2].[Cl:40][C:41]1[CH:51]=[CH:50][C:44]([CH2:45][CH:46]2[CH2:49]N[CH2:47]2)=[CH:43][CH:42]=1, predict the reaction product. The product is: [C:37]([O:36][C@H:6]1[C@H:5]([O:4][C:1](=[O:3])[CH3:2])[C@H:9]([N:10]2[CH:18]=[N:17][C:16]3[C:11]2=[N:12][C:13]([N:28]2[CH2:47][CH:46]([CH2:45][C:44]4[CH:43]=[CH:42][C:41]([Cl:40])=[CH:51][CH:50]=4)[CH2:49]2)=[N:14][C:15]=3[NH:19][CH2:20][CH2:21][C:22]2[CH:27]=[CH:26][CH:25]=[CH:24][CH:23]=2)[O:8][C@@H:7]1[CH2:31][O:32][C:33](=[O:35])[CH3:34])(=[O:39])[CH3:38]. (10) Given the reactants [NH:1]1[C:10]2[C:5](=[CH:6][CH:7]=[CH:8][CH:9]=2)[CH2:4][CH2:3][CH2:2]1.C(N(CC)CC)C.Cl[S:19]([C:22]1[CH:23]=[C:24]2[C:29](=[CH:30][CH:31]=1)[N:28]([C:32]([O:34][CH2:35][CH3:36])=[O:33])[CH2:27][CH2:26][CH2:25]2)(=[O:21])=[O:20].Cl, predict the reaction product. The product is: [N:1]1([S:19]([C:22]2[CH:23]=[C:24]3[C:29](=[CH:30][CH:31]=2)[N:28]([C:32]([O:34][CH2:35][CH3:36])=[O:33])[CH2:27][CH2:26][CH2:25]3)(=[O:20])=[O:21])[C:10]2[C:5](=[CH:6][CH:7]=[CH:8][CH:9]=2)[CH2:4][CH2:3][CH2:2]1.